This data is from Experimental lipophilicity measurements (octanol/water distribution) for 4,200 compounds from AstraZeneca. The task is: Regression/Classification. Given a drug SMILES string, predict its absorption, distribution, metabolism, or excretion properties. Task type varies by dataset: regression for continuous measurements (e.g., permeability, clearance, half-life) or binary classification for categorical outcomes (e.g., BBB penetration, CYP inhibition). For this dataset (lipophilicity_astrazeneca), we predict Y. The drug is O=C(O)c1cncc(-c2ccc(Cl)c(C(=O)NCC34CC5CC(CC(C5)C3)C4)c2)c1. The Y is 0.850 logD.